This data is from Experimentally validated miRNA-target interactions with 360,000+ pairs, plus equal number of negative samples. The task is: Binary Classification. Given a miRNA mature sequence and a target amino acid sequence, predict their likelihood of interaction. (1) The protein sequence of the target gene is MSNLKMKEAALIYLDRSGGLQKFIDDCKYYNDSKQSYAVYRFKILINPSDVVELDAELGNHILHQPLKAAEVFQSVCFIAVKTLSLIGQLQTETQINIVLKLTHLPPLPSYGLDLCEFPLDYTSQRFYMMQGIVIAMTTITKYTQGARFLCSDEACPLSKGFQYIRVHVPGATESATIRNDFLCNLCASSLQEDRKFRVLGDKQIVEIIATKALRAFQGYSNNQPFRFQSLTIFLRDESVNKMNIGNEYKIIGIPTCVKTSQTAVCIEANSITFCNSKVPSGISDNFRCLLSLTSSSCWK.... Result: 0 (no interaction). The miRNA is mmu-miR-705 with sequence GGUGGGAGGUGGGGUGGGCA. (2) The miRNA is mmu-miR-872-5p with sequence AAGGUUACUUGUUAGUUCAGG. The protein sequence of the target gene is MKVHMHTKFCLICLLTFIFHHCNHCHEEHDHGPEALHRQHRGMTELEPSKFSKQAAENEKKYYIEKLFERYGENGRLSFFGLEKLLTNLGLGERKVVEINHEDLGHDHVSHLDILAVQEGKHFHSHNHQHSHNHLNSENQTVTSVSTKRNHKCDPEKETVEVSVKSDDKHMHDHNHRLRHHHRLHHHLDHNNTHHFHNDSITPSERGEPSNEPSTETNKTQEQSDVKLPKGKRKKKGRKSNENSEVITPGFPPNHDQGEQYEHNRVHKPDRVHNPGHSHVHLPERNGHDPGRGHQDLDPD.... Result: 0 (no interaction). (3) The miRNA is mmu-miR-329-5p with sequence AGAGGUUUUCUGGGUCUCUGUU. The protein sequence of the target gene is MSEETVPEAASPPPPQGQPYFDRFSEDDPEYMRLRNRAADLRQDFNLMEQKKRVTMILQSPSFREELEGLIQEQMKKGNNSSNIWALRQIADFMASTSHAVFPTSSMNVSMMTPINDLHTADSLNLAKGERLMRCKISSVYRLLDLYGWAQLSDTYVTLRVSKEQDHFLISPKGVSCSEVTASSLIKVNILGEVVEKGSSCFPVDTTGFCLHSAIYAARPDVRCIIHLHTPATAAVSAMKWGLLPVSHNALLVGDMAYYDFNGEMEQEADRINLQKCLGPTCKILVLRNHGVVALGDTVE.... Result: 0 (no interaction). (4) The miRNA is hsa-miR-940 with sequence AAGGCAGGGCCCCCGCUCCCC. The protein sequence of the target gene is MAGTRWVLGALLRGCGCNCSSCRRTGAACLPFYSAAGSIPSGVSGRRRLLLLLGAAAAAASQTRGLQTGPVPPGRLAGPPAVATSAAAAAAASYSALRASLLPQSLAAAAAVPTRSYSQESKTTYLEDLPPPPEYELAPSKLEEEVDDVFLIRAQGLPWSCTMEDVLNFFSDCRIRNGENGIHFLLNRDGKRRGDALIEMESEQDVQKALEKHRMYMGQRYVEVYEINNEDVDALMKSLQVKSSPVVNDGVVRLRGLPYSCNEKDIVDFFAGLNIVDITFVMDYRGRRKTGEAYVQFEEP.... Result: 1 (interaction). (5) Result: 0 (no interaction). The protein sequence of the target gene is MAFSKGFRIYHKLDPPPFSLIVETRHKEECLMFESGAVAVLSSAEKEAIKGTYSKVLDAYGLLGVLRLNLGDTMLHYLVLVTGCMSVGKIQESEVFRVTSTEFISLRIDSSDEDRISEVRKVLNSGNFYFAWSASGISLDLSLNAHRSMQEQTTDNRFFWNQSLHLHLKHYGVNCDDWLLRLMCGGVEIRTIYAAHKQAKACLISRLSCERAGTRFNVRGTNDDGHVANFVETEQVVYLDDSVSSFIQIRGSVPLFWEQPGLQVGSHRVRMSRGFEANAPAFDRHFRTLKNLYGKQIIVN.... The miRNA is mmu-miR-294-3p with sequence AAAGUGCUUCCCUUUUGUGUGU. (6) The miRNA is hsa-miR-6892-5p with sequence GUAAGGGACCGGAGAGUAGGA. The protein sequence of the target gene is MGLFDRGVQMLLTTVGAFAAFSLMTIAVGTDYWLYSRGVCKTKSVSENETSKKNEEVMTHSGLWRTCCLEGNFKGLCKQIDHFPEDADYEADTAEYFLRAVRASSIFPILSVILLFMGGLCIAASEFYKTRHNIILSAGIFFVSAGLSNIIGIIVYISANAGDPSKSDSKKNSYSYGWSFYFGALSFIIAEMVGVLAVHMFIDRHKQLRATARATDYLQASAITRIPSYRYRYQRRSRSSSRSTEPSHSRDASPVGVKGFNTLPSTEISMYTLSRDPLKAATTPTATYNSDRDNSFLQVH.... Result: 0 (no interaction).